From a dataset of Full USPTO retrosynthesis dataset with 1.9M reactions from patents (1976-2016). Predict the reactants needed to synthesize the given product. (1) The reactants are: Cl.[NH2:2][C@H:3]1[CH2:8][CH2:7][C@H:6]([NH:9][C:10]([C:12]2[C:16]3[N:17]=[CH:18][N:19]=[C:20]([C:21]4[CH:26]=[C:25]([F:27])[CH:24]=[CH:23][C:22]=4[O:28][CH2:29][CH:30]4[CH2:32][CH2:31]4)[C:15]=3[NH:14][CH:13]=2)=[O:11])[CH2:5][CH2:4]1.[C:33](Cl)(=[O:36])[CH2:34][CH3:35]. Given the product [C:33]([NH:2][C@H:3]1[CH2:8][CH2:7][C@H:6]([NH:9][C:10]([C:12]2[C:16]3[N:17]=[CH:18][N:19]=[C:20]([C:21]4[CH:26]=[C:25]([F:27])[CH:24]=[CH:23][C:22]=4[O:28][CH2:29][CH:30]4[CH2:31][CH2:32]4)[C:15]=3[NH:14][CH:13]=2)=[O:11])[CH2:5][CH2:4]1)(=[O:36])[CH2:34][CH3:35], predict the reactants needed to synthesize it. (2) Given the product [CH3:1][C:2]1([CH3:16])[O:7][C:6]2[CH:8]=[CH:9][C:10]([N+:12]([O-:14])=[O:13])=[CH:11][C:5]=2[NH:4][C:3]1=[S:26], predict the reactants needed to synthesize it. The reactants are: [CH3:1][C:2]1([CH3:16])[O:7][C:6]2[CH:8]=[CH:9][C:10]([N+:12]([O-:14])=[O:13])=[CH:11][C:5]=2[NH:4][C:3]1=O.COC1C=CC(P2(SP(C3C=CC(OC)=CC=3)(=S)S2)=[S:26])=CC=1. (3) Given the product [Br:1][C:2]1[CH:12]=[CH:11][C:5]([CH2:6][N:7]([CH:8]2[CH2:9][CH2:10]2)[CH2:14][CH3:15])=[C:4]([CH3:13])[CH:3]=1, predict the reactants needed to synthesize it. The reactants are: [Br:1][C:2]1[CH:12]=[CH:11][C:5]([CH2:6][NH:7][CH:8]2[CH2:10][CH2:9]2)=[C:4]([CH3:13])[CH:3]=1.[CH2:14](I)[CH3:15].C([O-])([O-])=O.[K+].[K+]. (4) Given the product [F:15][C:16]1[CH:17]=[C:18](/[CH:19]=[CH:1]/[C:2]2[CH:7]=[N:6][CH:5]=[C:4]([CH3:8])[N:3]=2)[CH:21]=[CH:22][CH:23]=1, predict the reactants needed to synthesize it. The reactants are: [CH3:1][C:2]1[CH:7]=[N:6][CH:5]=[C:4]([CH3:8])[N:3]=1.CC(C)([O-])C.[K+].[F:15][C:16]1[CH:17]=[C:18]([CH:21]=[CH:22][CH:23]=1)[CH:19]=O.CCCCCC. (5) Given the product [Cl:1][C:2]1[C:14]2[C:13]3[C:8](=[CH:9][CH:10]=[C:11]4[CH:18]=[C:17]([O:19][CH2:23][CH2:24][N:25]5[CH2:30][CH2:29][CH2:28][CH2:27][CH2:26]5)[CH:16]=[CH:15][C:12]4=3)[NH:7][C:6]=2[C:5]([CH3:20])=[CH:4][N:3]=1, predict the reactants needed to synthesize it. The reactants are: [Cl:1][C:2]1[C:14]2[C:13]3[C:8](=[CH:9][CH:10]=[C:11]4[CH:18]=[C:17]([OH:19])[CH:16]=[CH:15][C:12]4=3)[NH:7][C:6]=2[C:5]([CH3:20])=[CH:4][N:3]=1.Cl.Cl[CH2:23][CH2:24][N:25]1[CH2:30][CH2:29][CH2:28][CH2:27][CH2:26]1. (6) Given the product [S:12]1[CH:13]=[CH:14][C:10]2[CH:9]=[CH:8][CH:7]=[C:6]([C:4]([OH:5])=[O:3])[C:11]1=2, predict the reactants needed to synthesize it. The reactants are: C([O:3][C:4]([C:6]1[C:11]2[S:12][CH:13]=[CH:14][C:10]=2[CH:9]=[CH:8][CH:7]=1)=[O:5])C.[OH-].[Na+]. (7) Given the product [NH2:30][C:18]1[N:17]=[C:16]([NH:15][CH2:14][CH2:13][CH2:12][NH:11][S:7]([C:1]2[CH:6]=[CH:5][CH:4]=[CH:3][CH:2]=2)(=[O:9])=[O:8])[CH:21]=[C:20]([C:22]2[CH:27]=[CH:26][CH:25]=[C:24]([CH3:28])[C:23]=2[CH3:29])[N:19]=1, predict the reactants needed to synthesize it. The reactants are: [C:1]1([S:7](Cl)(=[O:9])=[O:8])[CH:6]=[CH:5][CH:4]=[CH:3][CH:2]=1.[NH2:11][CH2:12][CH2:13][CH2:14][NH:15][C:16]1[CH:21]=[C:20]([C:22]2[CH:27]=[CH:26][CH:25]=[C:24]([CH3:28])[C:23]=2[CH3:29])[N:19]=[C:18]([NH2:30])[N:17]=1. (8) Given the product [C:1]([C:5]1[CH:6]=[CH:7][C:8](/[CH:9]=[CH:10]/[C:11]([NH:22][C:23]2[CH:28]=[CH:27][CH:26]=[C:25]([OH:29])[CH:24]=2)=[O:13])=[CH:14][CH:15]=1)([CH3:2])([CH3:3])[CH3:4], predict the reactants needed to synthesize it. The reactants are: [C:1]([C:5]1[CH:15]=[CH:14][C:8](/[CH:9]=[CH:10]/[C:11]([OH:13])=O)=[CH:7][CH:6]=1)([CH3:4])([CH3:3])[CH3:2].C(Cl)(=O)C(Cl)=O.[NH2:22][C:23]1[CH:24]=[C:25]([OH:29])[CH:26]=[CH:27][CH:28]=1.C([O-])([O-])=O.[K+].[K+].Cl.